This data is from Full USPTO retrosynthesis dataset with 1.9M reactions from patents (1976-2016). The task is: Predict the reactants needed to synthesize the given product. Given the product [Br:1][C:2]1[CH:6]=[CH:5][S:4][C:3]=1[C:7]([NH:13][C:12]1[CH:14]=[CH:15][C:16]([O:18][CH3:19])=[CH:17][C:11]=1[F:10])=[O:9], predict the reactants needed to synthesize it. The reactants are: [Br:1][C:2]1[CH:6]=[CH:5][S:4][C:3]=1[C:7]([OH:9])=O.[F:10][C:11]1[CH:17]=[C:16]([O:18][CH3:19])[CH:15]=[CH:14][C:12]=1[NH2:13].